Dataset: Reaction yield outcomes from USPTO patents with 853,638 reactions. Task: Predict the reaction yield, written as a fraction of the theoretical maximum amount of product (1.0 means a 100% yield; for example, 0.34 means a 34% yield). (1) The reactants are [ClH:1].[OH:2][NH:3][C:4]([C:6]1([S:15]([C:18]2[CH:23]=[CH:22][C:21]([O:24][C:25]3[CH:30]=[CH:29][CH:28]=[CH:27][CH:26]=3)=[CH:20][CH:19]=2)(=[O:17])=[O:16])[CH2:11][CH2:10][N:9]([CH2:12][C:13]#[CH:14])[CH2:8][CH2:7]1)=[O:5].C(O)(=O)C.C(OC1(O[Si](C)(C)C)CC1)C.C([BH3-])#N.[Na+]. The catalyst is CO. The product is [ClH:1].[CH:12]1([N:9]2[CH2:8][CH2:7][C:6]([S:15]([C:18]3[CH:19]=[CH:20][C:21]([O:24][C:25]4[CH:30]=[CH:29][CH:28]=[CH:27][CH:26]=4)=[CH:22][CH:23]=3)(=[O:17])=[O:16])([C:4]([NH:3][OH:2])=[O:5])[CH2:11][CH2:10]2)[CH2:14][CH2:13]1. The yield is 0.860. (2) The reactants are [CH3:1][N:2]1[C:6]2[C:7](=[O:13])[CH2:8][NH:9][S:10](=[O:12])(=[O:11])[C:5]=2[CH:4]=[CH:3]1.[Br:14][CH2:15][CH2:16][CH2:17]Br.C(=O)([O-])[O-].[K+].[K+]. The catalyst is CC(C)=O. The product is [Br:14][CH2:15][CH2:16][CH2:17][N:9]1[CH2:8][C:7](=[O:13])[C:6]2[N:2]([CH3:1])[CH:3]=[CH:4][C:5]=2[S:10]1(=[O:12])=[O:11]. The yield is 0.340. (3) The reactants are Cl[C:2]1[N:3]=[C:4]([S:13][CH3:14])[N:5]=[N:6][C:7]=1[C:8]([O:10]CC)=O.[NH2:15][C:16]1[CH:25]=[CH:24][C:19]([C:20]([O:22][CH3:23])=[O:21])=[CH:18][CH:17]=1.C([N:29](C(C)C)CC)(C)C.N. The catalyst is C(#N)C. The product is [C:8]([C:7]1[N:6]=[N:5][C:4]([S:13][CH3:14])=[N:3][C:2]=1[NH:15][C:16]1[CH:17]=[CH:18][C:19]([C:20]([O:22][CH3:23])=[O:21])=[CH:24][CH:25]=1)(=[O:10])[NH2:29]. The yield is 0.730. (4) The reactants are C([O:3][C:4]([C:6]1[CH:7]=[C:8]([CH:19]=[CH:20][CH:21]=1)[O:9][C:10]1[CH:15]=[CH:14][C:13]([N+:16]([O-:18])=[O:17])=[CH:12][CH:11]=1)=[O:5])C.C1COCC1.O.O[Li].O. The catalyst is O. The product is [C:4]([C:6]1[CH:7]=[C:8]([CH:19]=[CH:20][CH:21]=1)[O:9][C:10]1[CH:11]=[CH:12][C:13]([N+:16]([O-:18])=[O:17])=[CH:14][CH:15]=1)([OH:5])=[O:3]. The yield is 0.950. (5) The reactants are Cl[C:2]1[C:3]2[CH:10]=[CH:9][NH:8][C:4]=2[N:5]=[CH:6][N:7]=1.Cl.Cl.[Cl:13][C:14]1[CH:19]=[CH:18][C:17]([C:20]2([CH2:26][NH:27][CH3:28])[CH2:25][CH2:24][NH:23][CH2:22][CH2:21]2)=[CH:16][CH:15]=1.C(N(CC)CC)C. The catalyst is C(O)CCC. The product is [Cl:13][C:14]1[CH:19]=[CH:18][C:17]([C:20]2([CH2:26][NH:27][CH3:28])[CH2:25][CH2:24][N:23]([C:2]3[C:3]4[CH:10]=[CH:9][NH:8][C:4]=4[N:5]=[CH:6][N:7]=3)[CH2:22][CH2:21]2)=[CH:16][CH:15]=1. The yield is 0.340. (6) The reactants are [NH:1]1[C:9]2[C:4](=[CH:5][CH:6]=[CH:7][CH:8]=2)[CH:3]=[C:2]1[C:10]([OH:12])=[O:11].[Cl:13]N1C(=O)CCC1=O. The catalyst is C(#N)C. The product is [Cl:13][C:3]1[C:4]2[C:9](=[CH:8][CH:7]=[CH:6][CH:5]=2)[NH:1][C:2]=1[C:10]([OH:12])=[O:11]. The yield is 0.870.